Dataset: Reaction yield outcomes from USPTO patents with 853,638 reactions. Task: Predict the reaction yield, written as a fraction of the theoretical maximum amount of product (1.0 means a 100% yield; for example, 0.34 means a 34% yield). The product is [Cl:1][C:2]1[CH:10]=[C:6]([CH2:7][OH:8])[C:5]([O:11][CH3:12])=[CH:4][C:3]=1[C:13]#[N:14]. The catalyst is O. The yield is 0.770. The reactants are [Cl:1][C:2]1[C:3]([C:13]#[N:14])=[CH:4][C:5]([O:11][CH3:12])=[C:6]([CH:10]=1)[C:7](O)=[O:8].C1COCC1.B.CSC.